Dataset: Forward reaction prediction with 1.9M reactions from USPTO patents (1976-2016). Task: Predict the product of the given reaction. (1) Given the reactants CC(C)([O-:4])C.[K+].ClC1N=[N+]([O-])C(Cl)=CC=1.[Cl-].[NH4+].[Cl:18][C:19]1[N+:24]([O-])=[N:23][C:22]([O:26][C:27]2[CH:32]=[CH:31][CH:30]=[C:29]([O:33][CH3:34])[C:28]=2[I:35])=[CH:21][CH:20]=1.ClC1N=[N+]([O-])C(OC2C=CC=C(OC)C=2I)=CC=1, predict the reaction product. The product is: [Cl:18][C:19]1[N:24]=[N:23][C:22]([O:26][C:27]2[CH:32]=[CH:31][CH:30]=[C:29]([O:33][CH3:34])[C:28]=2[I:35])=[C:21]([OH:4])[CH:20]=1. (2) Given the reactants [Cl:1][C:2](Cl)([O:4]C(=O)OC(Cl)(Cl)Cl)Cl.[CH3:13][N:14]([CH:19]1[CH2:24][CH2:23][NH:22][CH2:21][CH2:20]1)[S:15]([CH3:18])(=[O:17])=[O:16].N1C=CC=CC=1, predict the reaction product. The product is: [CH3:18][S:15]([N:14]([CH3:13])[CH:19]1[CH2:20][CH2:21][N:22]([C:2]([Cl:1])=[O:4])[CH2:23][CH2:24]1)(=[O:16])=[O:17].